The task is: Predict the reaction yield, written as a fraction of the theoretical maximum amount of product (1.0 means a 100% yield; for example, 0.34 means a 34% yield).. This data is from Reaction yield outcomes from USPTO patents with 853,638 reactions. (1) The reactants are C([O:3][C:4](=[O:31])[CH2:5][CH2:6][CH2:7][S:8][C:9]1[N:13]([CH2:14][C:15]2[C:24]3[C:19](=[CH:20][CH:21]=[CH:22][CH:23]=3)[CH:18]=[CH:17][CH:16]=2)[C:12]2[CH:25]=[CH:26][C:27]([C:29]#[N:30])=[CH:28][C:11]=2[N:10]=1)C.[OH-].[Li+]. The catalyst is CO. The product is [C:15]1([CH2:14][N:13]2[C:12]3[CH:25]=[CH:26][C:27]([C:29]#[N:30])=[CH:28][C:11]=3[N:10]=[C:9]2[S:8][CH2:7][CH2:6][CH2:5][C:4]([OH:31])=[O:3])[C:24]2[C:19](=[CH:20][CH:21]=[CH:22][CH:23]=2)[CH:18]=[CH:17][CH:16]=1. The yield is 0.530. (2) The reactants are Cl[C:2]1[N:11]=[C:10]([NH:12][CH2:13][CH:14]([C:17]2[CH:22]=[CH:21][CH:20]=[CH:19][CH:18]=2)[CH2:15][CH3:16])[C:9]2[C:4](=[CH:5][CH:6]=[CH:7][CH:8]=2)[N:3]=1.[CH3:23][C:24]1[C:29](B(O)O)=[CH:28][N:27]2[CH:33]=[CH:34][N:35]=[C:26]2[CH:25]=1.C(NC1C2C(=CC=CC=2)N=C(C2SC3C=CC=CC=3C=2)N=1)(C1C=CC=CC=1)C1C=CC=CC=1. The catalyst is C(Cl)(Cl)Cl.CO. The product is [CH3:23][C:24]1[C:29]([C:2]2[N:11]=[C:10]([NH:12][CH2:13][CH:14]([C:17]3[CH:22]=[CH:21][CH:20]=[CH:19][CH:18]=3)[CH2:15][CH3:16])[C:9]3[C:4](=[CH:5][CH:6]=[CH:7][CH:8]=3)[N:3]=2)=[CH:28][N:27]2[CH:33]=[CH:34][N:35]=[C:26]2[CH:25]=1. The yield is 0.320.